This data is from Full USPTO retrosynthesis dataset with 1.9M reactions from patents (1976-2016). The task is: Predict the reactants needed to synthesize the given product. (1) Given the product [CH:1]1([N:6]2[C:11]3[N:12]=[C:13]([NH:17][C:18]4[CH:26]=[CH:25][C:21]([C:22]([N:31]5[CH2:30][CH2:29][N:28]([C:34]([O:36][C:37]([CH3:40])([CH3:39])[CH3:38])=[O:35])[CH2:33][CH2:32]5)=[O:23])=[CH:20][CH:19]=4)[N:14]=[C:15]([CH3:16])[C:10]=3[CH:9]=[CH:8][C:7]2=[O:27])[CH2:2][CH2:3][CH2:4][CH2:5]1, predict the reactants needed to synthesize it. The reactants are: [CH:1]1([N:6]2[C:11]3[N:12]=[C:13]([NH:17][C:18]4[CH:26]=[CH:25][C:21]([C:22](O)=[O:23])=[CH:20][CH:19]=4)[N:14]=[C:15]([CH3:16])[C:10]=3[CH:9]=[CH:8][C:7]2=[O:27])[CH2:5][CH2:4][CH2:3][CH2:2]1.[N:28]1([C:34]([O:36][C:37]([CH3:40])([CH3:39])[CH3:38])=[O:35])[CH2:33][CH2:32][NH:31][CH2:30][CH2:29]1. (2) Given the product [N:26]([CH2:7][CH:4]1[CH2:5][CH2:6][O:1][CH2:2][CH2:3]1)=[N+:27]=[N-:28], predict the reactants needed to synthesize it. The reactants are: [O:1]1[CH2:6][CH2:5][CH:4]([CH2:7]O)[CH2:3][CH2:2]1.CS(Cl)(=O)=O.C(N(CC)CC)C.S([O-])(=O)(=O)C.[N-:26]=[N+:27]=[N-:28].[Na+].